Dataset: Reaction yield outcomes from USPTO patents with 853,638 reactions. Task: Predict the reaction yield, written as a fraction of the theoretical maximum amount of product (1.0 means a 100% yield; for example, 0.34 means a 34% yield). (1) The reactants are [BH4-].[Na+].[CH:3]1([C:6]2[CH:11]=[CH:10][C:9]([C:12]([C:14]3[CH:19]=[CH:18][N:17]=[CH:16][C:15]=3[O:20][C@@H:21]3[CH2:26][C@H:25]([CH2:27][O:28][CH2:29][C:30]4[CH:35]=[CH:34][CH:33]=[CH:32][CH:31]=4)[C@@H:24]([O:36][CH2:37][C:38]4[CH:43]=[CH:42][CH:41]=[CH:40][CH:39]=4)[C@H:23]([O:44][CH2:45][C:46]4[CH:51]=[CH:50][CH:49]=[CH:48][CH:47]=4)[C@H:22]3[O:52][CH2:53][C:54]3[CH:59]=[CH:58][CH:57]=[CH:56][CH:55]=3)=[O:13])=[CH:8][CH:7]=2)[CH2:5][CH2:4]1.S(=O)(=O)(O)O.C(=O)([O-])O.[Na+]. The catalyst is C1COCC1.O. The product is [CH:3]1([C:6]2[CH:7]=[CH:8][C:9]([CH:12]([C:14]3[CH:19]=[CH:18][N:17]=[CH:16][C:15]=3[O:20][C@@H:21]3[CH2:26][C@H:25]([CH2:27][O:28][CH2:29][C:30]4[CH:35]=[CH:34][CH:33]=[CH:32][CH:31]=4)[C@@H:24]([O:36][CH2:37][C:38]4[CH:39]=[CH:40][CH:41]=[CH:42][CH:43]=4)[C@H:23]([O:44][CH2:45][C:46]4[CH:51]=[CH:50][CH:49]=[CH:48][CH:47]=4)[C@H:22]3[O:52][CH2:53][C:54]3[CH:59]=[CH:58][CH:57]=[CH:56][CH:55]=3)[OH:13])=[CH:10][CH:11]=2)[CH2:5][CH2:4]1. The yield is 1.00. (2) The reactants are Br[C:2]1[CH:10]=[C:9]2[C:5]([CH:6]=[CH:7][N:8]2[CH3:11])=[CH:4][CH:3]=1.[CH:12]1([N:15]2[CH2:20][C:19]3([CH2:25][CH2:24][N:23]([S:26]([C:29]4[CH:34]=[CH:33][C:32](B5OC(C)(C)C(C)(C)O5)=[CH:31][CH:30]=4)(=[O:28])=[O:27])[CH2:22][CH2:21]3)[O:18][CH2:17][C:16]2=[O:44])[CH2:14][CH2:13]1. No catalyst specified. The product is [CH:12]1([N:15]2[CH2:20][C:19]3([CH2:25][CH2:24][N:23]([S:26]([C:29]4[CH:30]=[CH:31][C:32]([C:2]5[CH:10]=[C:9]6[C:5]([CH:6]=[CH:7][N:8]6[CH3:11])=[CH:4][CH:3]=5)=[CH:33][CH:34]=4)(=[O:27])=[O:28])[CH2:22][CH2:21]3)[O:18][CH2:17][C:16]2=[O:44])[CH2:13][CH2:14]1. The yield is 0.280. (3) The reactants are [OH:1][C@H:2]([C:11]1[CH:16]=[CH:15][CH:14]=[CH:13][CH:12]=1)[C@@H:3]([CH2:7][CH2:8][C:9]#[CH:10])[C:4]([OH:6])=[O:5].N12CCCN=C1CCCCC2.[Si:28](Cl)([C:31]([CH3:34])([CH3:33])[CH3:32])([CH3:30])[CH3:29]. The catalyst is C(#N)C. The product is [Si:28]([O:1][C@H:2]([C:11]1[CH:12]=[CH:13][CH:14]=[CH:15][CH:16]=1)[C@@H:3]([CH2:7][CH2:8][C:9]#[CH:10])[C:4]([OH:6])=[O:5])([C:31]([CH3:34])([CH3:33])[CH3:32])([CH3:30])[CH3:29]. The yield is 0.866. (4) The reactants are C(OC([N:8]1[CH2:13][CH2:12][N:11]([CH2:14][C:15]2[C:16](=[O:33])[N:17]([CH2:29][CH:30]([CH3:32])[CH3:31])[N:18]=[C:19]([C:21]3[CH:26]=[CH:25][C:24]([CH3:27])=[C:23]([F:28])[CH:22]=3)[CH:20]=2)[CH2:10][CH2:9]1)=O)(C)(C)C.[ClH:34].C(OCC)C. The catalyst is C(OCC)(=O)C. The product is [ClH:34].[ClH:34].[F:28][C:23]1[CH:22]=[C:21]([C:19]2[CH:20]=[C:15]([CH2:14][N:11]3[CH2:10][CH2:9][NH:8][CH2:13][CH2:12]3)[C:16](=[O:33])[N:17]([CH2:29][CH:30]([CH3:31])[CH3:32])[N:18]=2)[CH:26]=[CH:25][C:24]=1[CH3:27]. The yield is 0.750. (5) The reactants are [OH:1][C:2]1[CH:3]=[N:4][CH:5]=[CH:6][CH:7]=1.[H-].[Na+].[Cl:10][CH2:11][CH2:12][CH2:13][CH2:14]I.[Na+].[Cl-]. The catalyst is CN(C)C=O.O. The product is [Cl:10][CH2:11][CH2:12][CH2:13][CH2:14][O:1][C:2]1[CH:3]=[N:4][CH:5]=[CH:6][CH:7]=1. The yield is 1.00. (6) The reactants are Cl.[CH2:2]([N:4]=[C:5]=[N:6][CH2:7][CH2:8][CH2:9][N:10]([CH3:12])C)[CH3:3].[C:13]([O:17][C:18]([NH:20][C@H:21]([C:25]([OH:27])=O)[CH:22]([CH3:24])[CH3:23])=[O:19])([CH3:16])([CH3:15])[CH3:14].O.ON1[C:34]2C=CC=C[C:33]=2N=N1.[CH3:39]N1CCOCC1. The catalyst is O.C(Cl)Cl. The product is [C:13]([O:17][C:18](=[O:19])[NH:20][C@H:21]([C:25]([N:10]1[CH2:9][CH2:8][CH:7]([NH:6][C:5]2[CH:34]=[CH:33][CH:3]=[CH:2][N:4]=2)[CH2:39][CH2:12]1)=[O:27])[CH:22]([CH3:23])[CH3:24])([CH3:14])([CH3:15])[CH3:16]. The yield is 0.160. (7) The reactants are Cl.CN(C)CCCN=C=NCC.[C:13]([O:17][C:18]([NH:20][C@@H:21]([CH2:25][NH:26][C:27]1[CH:32]=[CH:31][CH:30]=[CH:29][C:28]=1[NH2:33])[C:22]([OH:24])=O)=[O:19])([CH3:16])([CH3:15])[CH3:14].C[CH2:35][O:36][C:37]([CH3:39])=[O:38]. The catalyst is CN(C=O)C. The product is [CH3:35][O:36][C:37](=[O:38])[CH2:39][N:33]1[C:28]2[CH:29]=[CH:30][CH:31]=[CH:32][C:27]=2[NH:26][CH2:25][C@H:21]([NH:20][C:18]([O:17][C:13]([CH3:14])([CH3:15])[CH3:16])=[O:19])[C:22]1=[O:24]. The yield is 0.710. (8) The reactants are C1CO[C:8]2[CH:7]=[CH:6][C:5]([NH:11][C:12]3[C:17]([F:18])=[CH:16][N:15]=[C:14]([NH:19][C:20]4[CH:25]=[CH:24][CH:23]=[C:22](O)C=4)[N:13]=3)=[CH:4][C:3]=2[O:2]1.ClC1N=C(NC2C=CC=[C:37]([OH:41])[CH:36]=2)C(F)=CN=1.CC1OC(C)=CC=1CN. No catalyst specified. The product is [CH3:36][C:37]1[O:41][C:23]([CH3:22])=[CH:24][C:25]=1[CH2:20][NH:19][C:14]1[N:13]=[C:12]([NH:11][C:5]2[CH:6]=[CH:7][CH:8]=[C:3]([OH:2])[CH:4]=2)[C:17]([F:18])=[CH:16][N:15]=1. The yield is 0.590. (9) The reactants are [F:1][C:2]1[CH:7]=[CH:6][CH:5]=[CH:4][C:3]=1[OH:8].[H-].[Na+].F[C:12]1[CH:17]=[CH:16][C:15]([N+:18]([O-:20])=[O:19])=[CH:14][CH:13]=1. The catalyst is CN(C)C=O.Cl[Cu]. The product is [F:1][C:2]1[CH:7]=[CH:6][CH:5]=[CH:4][C:3]=1[O:8][C:12]1[CH:17]=[CH:16][C:15]([N+:18]([O-:20])=[O:19])=[CH:14][CH:13]=1. The yield is 0.310. (10) The reactants are ON1C2C=CC=CC=2N=N1.Cl.CN(C)CCCN=C=NCC.[Cl:23][CH2:24][CH2:25][CH2:26][O:27][C:28]1[CH:33]=[CH:32][C:31]([C:34]2[S:35][C:36]3[CH2:41][CH:40]([C:42]([OH:44])=O)[CH2:39][C:37]=3[N:38]=2)=[CH:30][CH:29]=1.[NH:45]1[CH2:50][CH2:49][O:48][CH2:47][CH2:46]1.C(N(CC)CC)C. The catalyst is ClCCl. The product is [Cl:23][CH2:24][CH2:25][CH2:26][O:27][C:28]1[CH:29]=[CH:30][C:31]([C:34]2[S:35][C:36]3[CH2:41][CH:40]([C:42]([N:45]4[CH2:50][CH2:49][O:48][CH2:47][CH2:46]4)=[O:44])[CH2:39][C:37]=3[N:38]=2)=[CH:32][CH:33]=1. The yield is 0.730.